The task is: Predict which catalyst facilitates the given reaction.. This data is from Catalyst prediction with 721,799 reactions and 888 catalyst types from USPTO. Reactant: Cl.[F:2][C:3]1[CH:20]=[CH:19][C:6]([CH2:7][NH:8][CH:9]([C:13]2[CH:18]=[CH:17][CH:16]=[CH:15][CH:14]=2)[C:10]([OH:12])=[O:11])=[CH:5][CH:4]=1.[N:21]12[CH2:28][CH2:27][CH:24]([CH2:25][CH2:26]1)[C@@H:23](O)[CH2:22]2.C1C=CC2N(O)N=NC=2C=1. Product: [N:21]12[CH2:28][CH2:27][CH:24]([CH2:25][CH2:26]1)[C@@H:23]([O:11][C:10](=[O:12])[CH:9]([NH:8][CH2:7][C:6]1[CH:5]=[CH:4][C:3]([F:2])=[CH:20][CH:19]=1)[C:13]1[CH:14]=[CH:15][CH:16]=[CH:17][CH:18]=1)[CH2:22]2. The catalyst class is: 10.